From a dataset of Forward reaction prediction with 1.9M reactions from USPTO patents (1976-2016). Predict the product of the given reaction. Given the reactants Cl.[NH2:2][CH2:3][CH2:4][NH:5][C:6]([C:8]1[CH:25]=[CH:24][C:11]([O:12][C@@H:13]2[CH2:18][CH2:17][C@H:16]([C:19]([O:21]CC)=[O:20])[CH2:15][CH2:14]2)=[CH:10][CH:9]=1)=[O:7].[C:26]1([C@@H:32]2[CH2:34][C@H:33]2[N:35]=[C:36]=[O:37])[CH:31]=[CH:30][CH:29]=[CH:28][CH:27]=1.[OH-].[Na+].Cl, predict the reaction product. The product is: [C:26]1([C@@H:32]2[CH2:34][C@H:33]2[NH:35][C:36]([NH:2][CH2:3][CH2:4][NH:5][C:6]([C:8]2[CH:9]=[CH:10][C:11]([O:12][C@@H:13]3[CH2:18][CH2:17][C@H:16]([C:19]([OH:21])=[O:20])[CH2:15][CH2:14]3)=[CH:24][CH:25]=2)=[O:7])=[O:37])[CH:31]=[CH:30][CH:29]=[CH:28][CH:27]=1.